Dataset: Reaction yield outcomes from USPTO patents with 853,638 reactions. Task: Predict the reaction yield, written as a fraction of the theoretical maximum amount of product (1.0 means a 100% yield; for example, 0.34 means a 34% yield). (1) The reactants are Br[C:2]1[CH:3]=[C:4]([CH:7]=[CH:8][C:9]=1[O:10][C:11]([F:14])([F:13])[F:12])[CH:5]=[O:6].[CH3:15][C:16]1[C:17](B(O)O)=[CH:18][C:19]2[C:20](C)([CH3:28])[CH2:21][CH2:22][C:23]([CH3:27])([CH3:26])[C:24]=2[CH:25]=1.[CH2:33](O)C.C(=O)([O-])[O-].[K+].[K+]. The catalyst is C1(C)C=CC=CC=1.C(OCC)(=O)C.C1C=CC([P]([Pd]([P](C2C=CC=CC=2)(C2C=CC=CC=2)C2C=CC=CC=2)([P](C2C=CC=CC=2)(C2C=CC=CC=2)C2C=CC=CC=2)[P](C2C=CC=CC=2)(C2C=CC=CC=2)C2C=CC=CC=2)(C2C=CC=CC=2)C2C=CC=CC=2)=CC=1.O. The product is [F:12][C:11]([F:14])([F:13])[O:10][C:9]1[CH:8]=[CH:7][C:4]([CH:5]=[O:6])=[CH:3][C:2]=1[C:17]1[C:16]([CH3:15])=[CH:25][C:24]2[C:23]([CH3:26])([CH3:27])[CH2:22][CH:21]([CH3:33])[CH:20]([CH3:28])[C:19]=2[CH:18]=1. The yield is 0.760. (2) The reactants are C(B1O[C:9]([CH3:11])([CH3:10])[C:6]([CH3:8])([CH3:7])O1)(C)=C.ClC1C=[C:22]2[C:17]([C:18]([C:28]3[CH:33]=[CH:32][C:31]([O:34][CH3:35])=[CH:30][C:29]=3[F:36])=[CH:19][C:20]([C:24]([O:26][CH3:27])=[O:25])=[N:21]2)=[CH:16]C=1.[O-]P([O-])([O-])=O.[K+].[K+].[K+].O1CCOCC1. The catalyst is CCOC(C)=O.C([O-])(=O)C.[Pd+2].C([O-])(=O)C.C(P(C(C)(C)C)[C-]1C=CC=C1)(C)(C)C.[C-]1(P(C(C)(C)C)C(C)(C)C)C=CC=C1.[Fe+2].O. The product is [F:36][C:29]1[CH:30]=[C:31]([O:34][CH3:35])[CH:32]=[CH:33][C:28]=1[C:18]1[C:17]2[C:22](=[CH:11][C:9]([C:6]([CH3:7])=[CH2:8])=[CH:10][CH:16]=2)[N:21]=[C:20]([C:24]([O:26][CH3:27])=[O:25])[CH:19]=1. The yield is 0.649. (3) The reactants are [C:1]([C:3]1[C:8](=[O:9])[N:7]([C:10]2[CH:15]=[CH:14][C:13]([CH3:16])=[CH:12][CH:11]=2)[C:6]([C:17]2[CH:22]=[CH:21][C:20]([S:23][CH3:24])=[CH:19][CH:18]=2)=[N:5][C:4]=1SC)#[N:2].[CH3:27][NH2:28]. The catalyst is C(O)C. The product is [C:1]([C:3]1[C:8](=[O:9])[N:7]([C:10]2[CH:11]=[CH:12][C:13]([CH3:16])=[CH:14][CH:15]=2)[C:6]([C:17]2[CH:18]=[CH:19][C:20]([S:23][CH3:24])=[CH:21][CH:22]=2)=[N:5][C:4]=1[NH:28][CH3:27])#[N:2]. The yield is 0.255. (4) The reactants are C(C1C=C([NH:10][C:11]([NH:13][C:14]2[CH:19]=[CH:18][C:17](Cl)=[CH:16][CH:15]=2)=[O:12])N(C2C=C(C=CC=2)C(OCC)=O)N=1)(C)(C)C.O=S(Cl)Cl. The catalyst is CCl. The product is [C:14]1([NH:13][C:11](=[O:12])[NH2:10])[C:15]2[C:16](=[CH:19][CH:14]=[CH:15][CH:16]=2)[CH:17]=[CH:18][CH:19]=1. The yield is 0.970. (5) The product is [CH3:1][O:2][C:3](=[O:16])[C:4]1[CH:9]=[C:8]([N+:10]([O-:12])=[O:11])[CH:7]=[C:6]([NH2:13])[CH:5]=1. The yield is 0.590. The catalyst is CC#N.[Pd]. The reactants are [CH3:1][O:2][C:3](=[O:16])[C:4]1[CH:9]=[C:8]([N+:10]([O-:12])=[O:11])[CH:7]=[C:6]([N+:13]([O-])=O)[CH:5]=1.C(N(CC)CC)C.C(O)=O. (6) The reactants are C[O:2][C:3](=O)[C:4]1[CH:9]=[C:8]([NH:10][C:11]([C:13]2[C:14]([CH3:23])=[N:15][C:16]([C:19]([F:22])([F:21])[F:20])=[CH:17][CH:18]=2)=[O:12])[CH:7]=[CH:6][C:5]=1[Cl:24].[BH4-].[Li+].C(=O)(O)[O-].[Na+]. The catalyst is O1CCCC1. The product is [Cl:24][C:5]1[CH:6]=[CH:7][C:8]([NH:10][C:11](=[O:12])[C:13]2[CH:18]=[CH:17][C:16]([C:19]([F:21])([F:22])[F:20])=[N:15][C:14]=2[CH3:23])=[CH:9][C:4]=1[CH2:3][OH:2]. The yield is 0.540. (7) The yield is 0.400. The catalyst is C(O)CCC. The product is [Cl:8][C:5]1[CH:6]=[CH:7][C:2]2[N:3]([CH:10]=[CH:11][N:1]=2)[N:4]=1. The reactants are [NH2:1][C:2]1[N:3]=[N:4][C:5]([Cl:8])=[CH:6][CH:7]=1.Br[CH2:10][CH:11]=O.